This data is from Full USPTO retrosynthesis dataset with 1.9M reactions from patents (1976-2016). The task is: Predict the reactants needed to synthesize the given product. (1) The reactants are: [CH:1]1([C:7]2[CH:28]=[CH:27][C:10]([C:11]([N:13]3[C:19]4[CH:20]=[CH:21][CH:22]=[CH:23][C:18]=4[CH2:17][N:16]4[CH:24]=[CH:25][CH:26]=[C:15]4[CH2:14]3)=[O:12])=[CH:9][CH:8]=2)[CH2:6][CH2:5][CH2:4][CH2:3][CH2:2]1.[Cl:29][C:30]([Cl:35])([Cl:34])[C:31](Cl)=[O:32]. Given the product [Cl:29][C:30]([Cl:35])([Cl:34])[C:31]([C:24]1[N:16]2[C:15]([CH2:14][N:13]([C:11](=[O:12])[C:10]3[CH:27]=[CH:28][C:7]([CH:1]4[CH2:2][CH2:3][CH2:4][CH2:5][CH2:6]4)=[CH:8][CH:9]=3)[C:19]3[CH:20]=[CH:21][CH:22]=[CH:23][C:18]=3[CH2:17]2)=[CH:26][CH:25]=1)=[O:32], predict the reactants needed to synthesize it. (2) Given the product [CH2:11]1[C@H:20]2[C@H:15]([CH2:16][CH2:17][C:18]3[CH:24]=[CH:23][CH:22]=[CH:21][C:19]=32)[N:14]([C:6]([C:5]2[CH:4]=[CH:3][C:2]([OH:1])=[CH:10][CH:9]=2)=[O:8])[CH2:13][CH2:12]1, predict the reactants needed to synthesize it. The reactants are: [OH:1][C:2]1[CH:10]=[CH:9][C:5]([C:6]([OH:8])=O)=[CH:4][CH:3]=1.[CH2:11]1[C@H:20]2[C@H:15]([CH2:16][CH2:17][C:18]3[CH:24]=[CH:23][CH:22]=[CH:21][C:19]=32)[NH:14][CH2:13][CH2:12]1.F[P-](F)(F)(F)(F)F.N1(OC(N(C)C)=[N+](C)C)C2N=CC=CC=2N=N1. (3) The reactants are: [CH3:1][CH:2]1[C:6]2[NH:7][CH:8]=[CH:9][C:5]=2[C:4](=[O:10])[NH:3]1.[B:11]1([B:11]2[O:15][C:14]([CH3:17])([CH3:16])[C:13]([CH3:19])([CH3:18])[O:12]2)[O:15][C:14]([CH3:17])([CH3:16])[C:13]([CH3:19])([CH3:18])[O:12]1. Given the product [CH3:1][CH:2]1[C:6]2[NH:7][C:8]([B:11]3[O:15][C:14]([CH3:17])([CH3:16])[C:13]([CH3:19])([CH3:18])[O:12]3)=[CH:9][C:5]=2[C:4](=[O:10])[NH:3]1, predict the reactants needed to synthesize it. (4) The reactants are: [CH3:1][Si:2]([CH3:24])([CH3:23])[C:3]1[CH:11]=[C:10]2[C:6]([CH:7]=[C:8]([C:18](OCC)=[O:19])[N:9]2[CH2:12][C:13]2[S:14][CH:15]=[CH:16][N:17]=2)=[CH:5][CH:4]=1.CC(C)(C)C([O:29][CH2:30][C:31]1[S:32][C:33]2[C:38]([N:39]=1)=[CH:37][C:36]([NH2:40])=[CH:35][N:34]=2)=O.C[Al](C)C. Given the product [OH:29][CH2:30][C:31]1[S:32][C:33]2[C:38]([N:39]=1)=[CH:37][C:36]([NH:40][C:18]([C:8]1[N:9]([CH2:12][C:13]3[S:14][CH:15]=[CH:16][N:17]=3)[C:10]3[C:6]([CH:7]=1)=[CH:5][CH:4]=[C:3]([Si:2]([CH3:24])([CH3:23])[CH3:1])[CH:11]=3)=[O:19])=[CH:35][N:34]=2, predict the reactants needed to synthesize it. (5) Given the product [CH3:2][N:3]1[CH:7]=[C:6]([C:8]2[CH:13]=[CH:12][C:11]([C:14]3[C:23]4[C:18](=[CH:19][CH:20]=[C:21]([C:24]([N:54]5[CH2:55][CH2:56][N:51]([C:57]([O:59][C:60]([CH3:63])([CH3:62])[CH3:61])=[O:58])[CH2:52][CH2:53]5)=[O:25])[CH:22]=4)[CH:17]=[N:16][CH:15]=3)=[CH:10][CH:9]=2)[CH:5]=[N:4]1, predict the reactants needed to synthesize it. The reactants are: Cl.[CH3:2][N:3]1[CH:7]=[C:6]([C:8]2[CH:13]=[CH:12][C:11]([C:14]3[C:23]4[C:18](=[CH:19][CH:20]=[C:21]([C:24](O)=[O:25])[CH:22]=4)[CH:17]=[N:16][CH:15]=3)=[CH:10][CH:9]=2)[CH:5]=[N:4]1.CN(C(ON1N=NC2C=CC=NC1=2)=[N+](C)C)C.F[P-](F)(F)(F)(F)F.[N:51]1([C:57]([O:59][C:60]([CH3:63])([CH3:62])[CH3:61])=[O:58])[CH2:56][CH2:55][NH:54][CH2:53][CH2:52]1.CCN(C(C)C)C(C)C. (6) Given the product [Cl:4][C:5]1[C:6]([CH:20]([S:29]([C:32]2[CH:33]=[CH:34][C:35]([Cl:38])=[CH:36][CH:37]=2)(=[O:31])=[O:30])[C:21]2[CH:26]=[C:25]([F:27])[CH:24]=[CH:23][C:22]=2[F:28])=[CH:7][C:8]([N:11]([S:47]([CH3:46])(=[O:49])=[O:48])[NH:12][C:13]([O:15][C:16]([CH3:17])([CH3:19])[CH3:18])=[O:14])=[N:9][CH:10]=1, predict the reactants needed to synthesize it. The reactants are: C(Cl)Cl.[Cl:4][C:5]1[C:6]([CH:20]([S:29]([C:32]2[CH:37]=[CH:36][C:35]([Cl:38])=[CH:34][CH:33]=2)(=[O:31])=[O:30])[C:21]2[CH:26]=[C:25]([F:27])[CH:24]=[CH:23][C:22]=2[F:28])=[CH:7][C:8]([NH:11][NH:12][C:13]([O:15][C:16]([CH3:19])([CH3:18])[CH3:17])=[O:14])=[N:9][CH:10]=1.C(N(CC)CC)C.[CH3:46][S:47](Cl)(=[O:49])=[O:48]. (7) The reactants are: [CH2:1]([NH2:3])[CH3:2].[CH2:4]1[CH2:10][S:7](=[O:9])(=[O:8])[O:6][CH2:5]1. Given the product [CH2:1]([NH:3][CH2:5][CH2:4][CH2:10][S:7]([OH:9])(=[O:8])=[O:6])[CH3:2], predict the reactants needed to synthesize it.